The task is: Regression. Given a peptide amino acid sequence and an MHC pseudo amino acid sequence, predict their binding affinity value. This is MHC class I binding data.. This data is from Peptide-MHC class I binding affinity with 185,985 pairs from IEDB/IMGT. (1) The peptide sequence is YLAVVPLVY. The MHC is HLA-B46:01 with pseudo-sequence HLA-B46:01. The binding affinity (normalized) is 0.547. (2) The peptide sequence is KYLPNGDYI. The MHC is HLA-A30:01 with pseudo-sequence HLA-A30:01. The binding affinity (normalized) is 0.582. (3) The peptide sequence is VSIRGSHHK. The MHC is HLA-B40:01 with pseudo-sequence HLA-B40:01. The binding affinity (normalized) is 0.254.